From a dataset of Reaction yield outcomes from USPTO patents with 853,638 reactions. Predict the reaction yield, written as a fraction of the theoretical maximum amount of product (1.0 means a 100% yield; for example, 0.34 means a 34% yield). (1) The reactants are [CH3:1][C@@H:2]1[O:7][C@H:6]([CH3:8])[CH2:5][N:4]([C:9]2[N:17]=[C:16]3[C:12]([N:13]=[CH:14][NH:15]3)=[C:11]([N:18]3[CH2:23][CH2:22][O:21][CH2:20][CH2:19]3)[N:10]=2)[CH2:3]1.[Br:24]Br.S([O-])([O-])(=O)=S.[Na+].[Na+]. The catalyst is C(Cl)Cl. The product is [Br:24][C:14]1[NH:15][C:16]2[C:12]([N:13]=1)=[C:11]([N:18]1[CH2:19][CH2:20][O:21][CH2:22][CH2:23]1)[N:10]=[C:9]([N:4]1[CH2:5][C@@H:6]([CH3:8])[O:7][C@@H:2]([CH3:1])[CH2:3]1)[N:17]=2. The yield is 0.340. (2) The reactants are [OH:1][C:2]1[CH:3]=[CH:4][C:5]2[O:9][C:8]([C:10]3[CH:18]=[CH:17][C:13]([C:14](O)=[O:15])=[CH:12][CH:11]=3)=[CH:7][C:6]=2[CH:19]=1.Cl. The catalyst is C1COCC1. The product is [OH:15][CH2:14][C:13]1[CH:12]=[CH:11][C:10]([C:8]2[O:9][C:5]3[CH:4]=[CH:3][C:2]([OH:1])=[CH:19][C:6]=3[CH:7]=2)=[CH:18][CH:17]=1. The yield is 0.570. (3) The reactants are [F:1][C:2]1[N:7]=[C:6]([S:8](Cl)(=[O:10])=[O:9])[CH:5]=[CH:4][CH:3]=1.Cl.[C:13]1([CH3:25])[CH:18]=[CH:17][CH:16]=[CH:15][C:14]=1[CH:19]1[CH2:24][CH2:23][NH:22][CH2:21][CH2:20]1. The catalyst is C(Cl)(Cl)Cl. The product is [F:1][C:2]1[CH:3]=[CH:4][CH:5]=[C:6]([S:8]([N:22]2[CH2:23][CH2:24][CH:19]([C:14]3[CH:15]=[CH:16][CH:17]=[CH:18][C:13]=3[CH3:25])[CH2:20][CH2:21]2)(=[O:10])=[O:9])[N:7]=1. The yield is 0.380. (4) The reactants are [Br:1][C:2]1[CH:11]=[CH:10][C:5]([C:6]([O:8]C)=O)=[C:4]([N:12]=[C:13]=[S:14])[CH:3]=1.[NH2:15][CH:16]1[CH2:24][C:23]2[C:18](=[CH:19][CH:20]=[CH:21][CH:22]=2)[CH2:17]1.CC(C)([O-])C.[K+].O. The catalyst is CN(C=O)C. The product is [Br:1][C:2]1[CH:3]=[C:4]2[C:5]([C:6](=[O:8])[N:15]([CH:16]3[CH2:24][C:23]4[C:18](=[CH:19][CH:20]=[CH:21][CH:22]=4)[CH2:17]3)[C:13](=[S:14])[NH:12]2)=[CH:10][CH:11]=1. The yield is 0.977. (5) The reactants are [CH3:1][N:2]1[CH:11]=[C:10]2[C:4]([C:5](=[O:14])[CH2:6][CH2:7][NH:8][S:9]2(=[O:13])=[O:12])=[CH:3]1.Cl[CH2:16][CH2:17][CH2:18][N:19]1[CH2:24][CH2:23][N:22]([C:25]2[CH:30]=[CH:29][C:28]([F:31])=[CH:27][CH:26]=2)[CH2:21][CH2:20]1.C(=O)([O-])[O-].[K+].[K+]. The catalyst is CC(=O)CC. The product is [F:31][C:28]1[CH:27]=[CH:26][C:25]([N:22]2[CH2:21][CH2:20][N:19]([CH2:18][CH2:17][CH2:16][N:8]3[CH2:7][CH2:6][C:5](=[O:14])[C:4]4=[CH:3][N:2]([CH3:1])[CH:11]=[C:10]4[S:9]3(=[O:13])=[O:12])[CH2:24][CH2:23]2)=[CH:30][CH:29]=1. The yield is 0.580. (6) The reactants are [F:1][C:2]([CH3:17])([CH3:16])[CH:3]([NH:8]C(=O)OC(C)(C)C)[C:4]([NH:6][CH3:7])=[O:5].[ClH:18].C(OCC)C. The catalyst is ClCCl. The product is [ClH:18].[NH2:8][CH:3]([C:2]([F:1])([CH3:17])[CH3:16])[C:4]([NH:6][CH3:7])=[O:5]. The yield is 1.00. (7) The product is [NH2:1][C:4]1[CH:5]=[CH:6][C:7]([N:10]2[CH2:14][CH2:13][C@@H:12]([NH:15][C:16](=[O:18])[CH3:17])[CH2:11]2)=[CH:8][CH:9]=1. The catalyst is [Pd]. The yield is 0.950. The reactants are [N+:1]([C:4]1[CH:9]=[CH:8][C:7]([N:10]2[CH2:14][CH2:13][C@@H:12]([NH:15][C:16](=[O:18])[CH3:17])[CH2:11]2)=[CH:6][CH:5]=1)([O-])=O. (8) The reactants are ClC1C=CC=C(C(OO)=[O:9])C=1.[Cl:12][C:13]1[C:14]([N+:23]([O-:25])=[O:24])=[C:15]2[C:20](=[CH:21][CH:22]=1)[N:19]=[CH:18][CH:17]=[CH:16]2.C([O-])([O-])=O.[Na+].[Na+].[OH-].[Na+]. The catalyst is C(Cl)(Cl)Cl. The product is [Cl:12][C:13]1[C:14]([N+:23]([O-:25])=[O:24])=[C:15]2[C:20](=[CH:21][CH:22]=1)[N+:19]([O-:9])=[CH:18][CH:17]=[CH:16]2. The yield is 0.840. (9) The catalyst is CN(C=O)C.O. The reactants are CCN(C(C)C)C(C)C.[NH:10]1[C:18]2[C:13](=[CH:14][CH:15]=[CH:16][CH:17]=2)[CH:12]=[C:11]1[C:19]([OH:21])=O.C1C=CC2N(O)N=NC=2C=1.CCN=C=NCCCN(C)C.Cl.[NH2:44][CH2:45][C:46]([N:48]1[CH2:53][CH2:52][N:51]([C:54](=[O:65])[C:55]2[CH:60]=[CH:59][CH:58]=[CH:57][C:56]=2[C:61]([F:64])([F:63])[F:62])[CH2:50][CH2:49]1)=[O:47]. The product is [O:47]=[C:46]([N:48]1[CH2:49][CH2:50][N:51]([C:54](=[O:65])[C:55]2[CH:60]=[CH:59][CH:58]=[CH:57][C:56]=2[C:61]([F:64])([F:63])[F:62])[CH2:52][CH2:53]1)[CH2:45][NH:44][C:19]([C:11]1[NH:10][C:18]2[C:13]([CH:12]=1)=[CH:14][CH:15]=[CH:16][CH:17]=2)=[O:21]. The yield is 0.659. (10) The reactants are [Cl:1][C:2]1[CH:3]=[C:4]2[C:8](=[CH:9][CH:10]=1)[NH:7][CH:6]=[C:5]2[CH2:11][CH2:12][NH:13][C:14](=[O:28])[C:15]([NH:17][C@H:18]([CH2:21][C:22]1[CH:27]=[CH:26][CH:25]=[CH:24][CH:23]=1)[CH2:19][OH:20])=O.CC[N+](S(N=C(OC)[O-])(=O)=O)(CC)CC. The catalyst is C1COCC1. The product is [CH2:21]([C@@H:18]1[CH2:19][O:20][C:15]([C:14]([NH:13][CH2:12][CH2:11][C:5]2[C:4]3[C:8](=[CH:9][CH:10]=[C:2]([Cl:1])[CH:3]=3)[NH:7][CH:6]=2)=[O:28])=[N:17]1)[C:22]1[CH:27]=[CH:26][CH:25]=[CH:24][CH:23]=1. The yield is 0.0300.